This data is from Reaction yield outcomes from USPTO patents with 853,638 reactions. The task is: Predict the reaction yield, written as a fraction of the theoretical maximum amount of product (1.0 means a 100% yield; for example, 0.34 means a 34% yield). (1) The reactants are [OH:1][C:2]1[CH:11]=[C:10]2[C:5]([CH:6]=[CH:7][C:8]([S:12]([NH2:15])(=[O:14])=[O:13])=[CH:9]2)=[CH:4][CH:3]=1.Br[CH2:17][CH2:18][O:19][Si:20]([C:23]([CH3:26])([CH3:25])[CH3:24])([CH3:22])[CH3:21]. No catalyst specified. The product is [Si:20]([O:19][CH2:18][CH2:17][O:1][C:2]1[CH:11]=[C:10]2[C:5]([CH:6]=[CH:7][C:8]([S:12]([NH2:15])(=[O:13])=[O:14])=[CH:9]2)=[CH:4][CH:3]=1)([C:23]([CH3:26])([CH3:25])[CH3:24])([CH3:22])[CH3:21]. The yield is 0.480. (2) The reactants are C([Li])CCC.Br[C:7]1[CH:12]=[CH:11][CH:10]=[C:9]([Br:13])[CH:8]=1.[C:14]([C:16]1[CH:21]=[CH:20][N:19]=[CH:18][CH:17]=1)#[N:15].[BH4-].[Na+].[Cl-].[NH4+]. The catalyst is C(OCC)C.CO. The product is [Br:13][C:9]1[CH:8]=[C:7]([CH:14]([C:16]2[CH:21]=[CH:20][N:19]=[CH:18][CH:17]=2)[NH2:15])[CH:12]=[CH:11][CH:10]=1. The yield is 0.630. (3) The reactants are [CH3:1][C:2]1[CH2:3][N:4]([C:7]([O:9][C:10]([CH3:13])([CH3:12])[CH3:11])=[O:8])[CH2:5][CH:6]=1.C1C(=O)N(Br)C(=[O:17])C1.[OH-].[Na+]. The catalyst is O1CCOCC1.O. The product is [CH3:1][C:2]12[O:17][CH:6]1[CH2:5][N:4]([C:7]([O:9][C:10]([CH3:13])([CH3:12])[CH3:11])=[O:8])[CH2:3]2. The yield is 0.630. (4) The reactants are S1C2C=CC=CC=2C(CCO)=C1.[O:13]1[C:17]2[CH:18]=[CH:19][CH:20]=[CH:21][C:16]=2[C:15]([CH2:22][CH2:23][CH2:24][C:25](O)=[O:26])=[CH:14]1.[H-].[Al+3].[Li+].[H-].[H-].[H-].C(Cl)Cl.CO. The catalyst is O1CCCC1. The product is [O:13]1[C:17]2[CH:18]=[CH:19][CH:20]=[CH:21][C:16]=2[C:15]([CH2:22][CH2:23][CH2:24][CH2:25][OH:26])=[CH:14]1. The yield is 0.860.